From a dataset of Catalyst prediction with 721,799 reactions and 888 catalyst types from USPTO. Predict which catalyst facilitates the given reaction. Reactant: C[O:2]C1C=C(C=CC=1)C(Cl)=O.[CH3:12][O:13][C:14]1[CH:15]=[C:16]([C:22](=[CH:25][C:26]2[CH:31]=[CH:30][CH:29]=[C:28]([O:32][CH3:33])[CH:27]=2)[C:23]#N)C=C[C:19]=1[O:20][CH3:21].COC1C=CC=CC=1OC.[Cl-].[Al+3].[Cl-].[Cl-].COC1C=C(C(C2C=CC(OC)=CC=2)=CC#N)C=CC=1OC. Product: [CH3:21][O:20][C:19]1[CH:23]=[C:22]([C:25]([C:26]2[CH:31]=[CH:30][CH:29]=[C:28]([O:32][CH3:33])[CH:27]=2)=[O:2])[CH:16]=[CH:15][C:14]=1[O:13][CH3:12]. The catalyst class is: 2.